From a dataset of Full USPTO retrosynthesis dataset with 1.9M reactions from patents (1976-2016). Predict the reactants needed to synthesize the given product. (1) Given the product [O:1]1[CH:5]=[CH:4][N:3]=[CH:2]1.[NH:8]1[C:9]2[C:10](=[CH:11][CH:12]=[CH:13][CH:14]=2)[CH:2]=[CH:7]1.[S:6]1[CH:10]=[CH:9][N:8]=[CH:7]1, predict the reactants needed to synthesize it. The reactants are: [O:1]1[CH:5]=[CH:4][N:3]=[CH:2]1.[S:6]1[CH:10]=[CH:9][N:8]=[CH:7]1.[CH2:11]([Li])[CH2:12][CH2:13][CH3:14]. (2) Given the product [CH3:30][C:27]1[CH:28]=[CH:29][C:24]([CH:23]([C:31]2[CH:36]=[CH:35][C:34]([CH3:37])=[CH:33][CH:32]=2)[CH2:22][NH:21][C:5]2[N:4]=[C:3]([CH2:2][NH:1][C:45]([NH:44][CH2:43][CH2:42][N:41]([CH:52]([CH3:54])[CH3:53])[CH:38]([CH3:39])[CH3:40])=[O:46])[N:11]=[C:10]3[C:6]=2[N:7]=[CH:8][N:9]3[C@H:12]2[C@H:16]([OH:17])[C@H:15]([OH:18])[C@@H:14]([CH2:19][OH:20])[O:13]2)=[CH:25][CH:26]=1, predict the reactants needed to synthesize it. The reactants are: [NH2:1][CH2:2][C:3]1[N:11]=[C:10]2[C:6]([N:7]=[CH:8][N:9]2[C@H:12]2[C@H:16]([OH:17])[C@H:15]([OH:18])[C@@H:14]([CH2:19][OH:20])[O:13]2)=[C:5]([NH:21][CH2:22][CH:23]([C:31]2[CH:36]=[CH:35][C:34]([CH3:37])=[CH:33][CH:32]=2)[C:24]2[CH:29]=[CH:28][C:27]([CH3:30])=[CH:26][CH:25]=2)[N:4]=1.[CH:38]([N:41]([CH:52]([CH3:54])[CH3:53])[CH2:42][CH2:43][NH:44][C:45](N1C=CN=C1)=[O:46])([CH3:40])[CH3:39]. (3) Given the product [F:32][C:33]([F:38])([F:37])[C:34]([OH:36])=[O:35].[CH2:1]([N:8]1[C:12](=[O:13])[C:11]2([CH2:18][CH2:17][NH:16][CH2:15][CH2:14]2)[N:10]([C:26]2[CH:31]=[CH:30][CH:29]=[CH:28][CH:27]=2)[CH2:9]1)[C:2]1[CH:3]=[CH:4][CH:5]=[CH:6][CH:7]=1, predict the reactants needed to synthesize it. The reactants are: [CH2:1]([N:8]1[C:12](=[O:13])[C:11]2([CH2:18][CH2:17][N:16](C(OC(C)(C)C)=O)[CH2:15][CH2:14]2)[N:10]([C:26]2[CH:31]=[CH:30][CH:29]=[CH:28][CH:27]=2)[CH2:9]1)[C:2]1[CH:7]=[CH:6][CH:5]=[CH:4][CH:3]=1.[F:32][C:33]([F:38])([F:37])[C:34]([OH:36])=[O:35]. (4) Given the product [CH2:50]([S:51][C:5]1[C:4]([C:1]([OH:3])=[O:2])=[C:9]([Cl:10])[N:8]=[C:7]([Cl:11])[N:6]=1)[C:47]1[CH:48]=[CH:49][CH:44]=[CH:45][CH:46]=1, predict the reactants needed to synthesize it. The reactants are: [C:1]([C:4]1[C:5](Cl)=[N:6][C:7]([Cl:11])=[N:8][C:9]=1[Cl:10])([OH:3])=[O:2].CSC1N=C(NCC2C=CC(OC)=C(Cl)C=2)C(C(OCC)=O)=CN=1.C(N(CC)CC)C.[CH:44]1[CH:49]=[CH:48][C:47]([CH2:50][SH:51])=[CH:46][CH:45]=1. (5) Given the product [CH3:15][O:13][C:10]1[CH:9]=[CH:8][C:7]([C:2]2[CH:3]=[CH:4][CH:5]=[CH:6][N:1]=2)=[CH:12][N:11]=1, predict the reactants needed to synthesize it. The reactants are: [N:1]1[CH:6]=[CH:5][CH:4]=[CH:3][C:2]=1[C:7]1[CH:8]=[CH:9][C:10](=[O:13])[NH:11][CH:12]=1.Br[C:15]1C=CC=CN=1.B(O)(O)C1C=CC(OC)=NC=1. (6) Given the product [CH2:23]([NH:30][C:4]1[C:5]([F:13])=[C:6]([F:12])[C:7]([C:8]([O:10][CH3:11])=[O:9])=[C:2]([F:1])[C:3]=1[F:15])[C:24]1[CH:29]=[CH:28][CH:27]=[CH:26][CH:25]=1, predict the reactants needed to synthesize it. The reactants are: [F:1][C:2]1[C:7]([C:8]([O:10][CH3:11])=[O:9])=[C:6]([F:12])[C:5]([F:13])=[C:4](F)[C:3]=1[F:15].CN1CCCC1=O.[CH2:23]([NH2:30])[C:24]1[CH:29]=[CH:28][CH:27]=[CH:26][CH:25]=1.C(N(CC)C(C)C)(C)C. (7) The reactants are: [CH2:1]1[N:6]([C:7]([O:9][C:10]([CH3:13])([CH3:12])[CH3:11])=[O:8])[C@H:5]([C:14]([O:16]C)=O)[CH2:4][N:3]2[CH2:18][CH2:19][CH2:20][C@H:2]12.O.[OH-].[Li+].Cl.Cl.[O:26]1[C:35]2[C:30](=[CH:31][CH:32]=[CH:33][CH:34]=2)[C@H:29]([NH2:36])[CH2:28][CH2:27]1.Cl.C(N=C=NCCCN(C)C)C.ON1C2C=CC=CC=2N=N1.C(N(CC)C(C)C)(C)C. Given the product [O:26]1[C:35]2[C:30](=[CH:31][CH:32]=[CH:33][CH:34]=2)[C@H:29]([NH:36][C:14]([C@@H:5]2[CH2:4][N:3]3[CH2:18][CH2:19][CH2:20][C@@H:2]3[CH2:1][N:6]2[C:7]([O:9][C:10]([CH3:11])([CH3:12])[CH3:13])=[O:8])=[O:16])[CH2:28][CH2:27]1, predict the reactants needed to synthesize it.